This data is from Forward reaction prediction with 1.9M reactions from USPTO patents (1976-2016). The task is: Predict the product of the given reaction. The product is: [CH2:1]([O:3][C:4]([C:6]1[C:10]2[CH:11]=[CH:12][C:13]([O:15][C:16]3[CH:21]=[CH:20][N:19]=[C:18]([NH:77][C:76]([O:75][C:71]([CH3:74])([CH3:73])[CH3:72])=[O:78])[N:17]=3)=[CH:14][C:9]=2[O:8][N:7]=1)=[O:5])[CH3:2]. Given the reactants [CH2:1]([O:3][C:4]([C:6]1[C:10]2[CH:11]=[CH:12][C:13]([O:15][C:16]3[CH:21]=[CH:20][N:19]=[C:18](Cl)[N:17]=3)=[CH:14][C:9]=2[O:8][N:7]=1)=[O:5])[CH3:2].C([O-])([O-])=O.[Cs+].[Cs+].C1(P(C2C=CC=CC=2)C2C3OC4C(=CC=CC=4P(C4C=CC=CC=4)C4C=CC=CC=4)C(C)(C)C=3C=CC=2)C=CC=CC=1.[C:71]([O:75][C:76](=[O:78])[NH2:77])([CH3:74])([CH3:73])[CH3:72], predict the reaction product.